From a dataset of NCI-60 drug combinations with 297,098 pairs across 59 cell lines. Regression. Given two drug SMILES strings and cell line genomic features, predict the synergy score measuring deviation from expected non-interaction effect. Drug 1: CN(CCCl)CCCl.Cl. Drug 2: C(CN)CNCCSP(=O)(O)O. Cell line: UO-31. Synergy scores: CSS=5.84, Synergy_ZIP=-2.19, Synergy_Bliss=0.623, Synergy_Loewe=-0.157, Synergy_HSA=-0.279.